Dataset: Reaction yield outcomes from USPTO patents with 853,638 reactions. Task: Predict the reaction yield, written as a fraction of the theoretical maximum amount of product (1.0 means a 100% yield; for example, 0.34 means a 34% yield). (1) The reactants are [CH2:1]([O:4][C:5]1[C:14]2[C:15](=[O:27])[N:16]([CH2:19][C:20]3[CH:25]=[CH:24][C:23]([F:26])=[CH:22][CH:21]=3)[C:17](=[O:18])[C:13]=2[C:12]([O:28]COC)=[C:11]2[C:6]=1[CH:7]=[CH:8][CH:9]=[N:10]2)[CH:2]=[CH2:3].FC(F)(F)C(O)=O. The catalyst is ClCCl. The product is [CH2:1]([O:4][C:5]1[C:14]2[C:15](=[O:27])[N:16]([CH2:19][C:20]3[CH:25]=[CH:24][C:23]([F:26])=[CH:22][CH:21]=3)[C:17](=[O:18])[C:13]=2[C:12]([OH:28])=[C:11]2[C:6]=1[CH:7]=[CH:8][CH:9]=[N:10]2)[CH:2]=[CH2:3]. The yield is 0.440. (2) The reactants are Cl[C:2]1[N:7]=[CH:6][C:5]([S:8]([NH:11][C@@H:12]([C:14]2[N:18]([CH2:19][CH3:20])[C:17]3[CH:21]=[C:22]([C:25]([F:28])([F:27])[F:26])[CH:23]=[CH:24][C:16]=3[N:15]=2)[CH3:13])(=[O:10])=[O:9])=[CH:4][CH:3]=1.CN(C=O)C.C[Si]([C:38]#[CH:39])(C)C. The catalyst is C(N(CC)CC)C. The product is [CH2:19]([N:18]1[C:17]2[CH:21]=[C:22]([C:25]([F:28])([F:27])[F:26])[CH:23]=[CH:24][C:16]=2[N:15]=[C:14]1[C@H:12]([NH:11][S:8]([C:5]1[CH:6]=[N:7][C:2]([C:38]#[CH:39])=[CH:3][CH:4]=1)(=[O:10])=[O:9])[CH3:13])[CH3:20]. The yield is 0.333. (3) The reactants are Cl[C:2]1[N:7]=[CH:6][C:5]([OH:8])=[CH:4][CH:3]=1.[CH3:9][S:10]([O:12][Na])=[O:11].N1CCC[C@H]1C(O)=O.C([O-])([O-])=O.[K+].[K+]. The catalyst is CS(C)=O.[Cu]I.O. The product is [CH3:9][S:10]([C:2]1[N:7]=[CH:6][C:5]([OH:8])=[CH:4][CH:3]=1)(=[O:12])=[O:11]. The yield is 0.448. (4) The reactants are [CH3:1][NH:2][S:3]([C:6]1[CH:14]=[CH:13][C:9]([C:10](O)=[O:11])=[CH:8][CH:7]=1)(=[O:5])=[O:4].Cl. The catalyst is O1CCCC1. The product is [OH:11][CH2:10][C:9]1[CH:8]=[CH:7][C:6]([S:3]([NH:2][CH3:1])(=[O:5])=[O:4])=[CH:14][CH:13]=1. The yield is 0.750. (5) The reactants are [CH3:1][O:2][C:3]1[CH:8]=[C:7]([O:9][CH3:10])[N:6]=[C:5]([C:11]#[C:12][C:13]2[CH:18]=[CH:17][CH:16]=[CH:15][CH:14]=2)[N:4]=1.[ClH:19]. The catalyst is C(Cl)Cl.C(OCC)C. The product is [ClH:19].[CH3:10][O:9][C:7]1[CH:8]=[C:3]([O:2][CH3:1])[N:4]=[C:5]([C:11]#[C:12][C:13]2[CH:18]=[CH:17][CH:16]=[CH:15][CH:14]=2)[N:6]=1. The yield is 0.470. (6) The reactants are Cl.[F:2][C:3]1([F:9])[CH2:8][CH2:7][NH:6][CH2:5][CH2:4]1.N(CC)(CC)CC.Br[CH2:18][C:19]([O:21][CH3:22])=[O:20].C([O-])(O)=O.[Na+]. The catalyst is C(Cl)Cl.O. The product is [CH3:22][O:21][C:19](=[O:20])[CH2:18][N:6]1[CH2:7][CH2:8][C:3]([F:9])([F:2])[CH2:4][CH2:5]1. The yield is 0.650. (7) The reactants are Cl.C([N:4]1[CH2:9][CH2:8][C:7](=[O:10])[CH:6]([C:11]([OH:13])=[O:12])[CH2:5]1)C.C(N([CH2:19][CH3:20])CC)C.[C:21]1([CH3:31])[CH:26]=[CH:25][C:24]([S:27](Cl)(=[O:29])=[O:28])=[CH:23][CH:22]=1. The catalyst is ClCCl. The product is [CH3:31][C:21]1[CH:26]=[CH:25][C:24]([S:27]([N:4]2[CH2:9][CH2:8][C:7](=[O:10])[CH:6]([C:11]([O:13][CH2:19][CH3:20])=[O:12])[CH2:5]2)(=[O:29])=[O:28])=[CH:23][CH:22]=1. The yield is 0.950. (8) The reactants are Cl[C:2]1[N:7]=[C:6]([Cl:8])[C:5]([C:9]([O:11][CH3:12])=[O:10])=[CH:4][N:3]=1.[CH:13]([C@H:16]1[NH:21][CH2:20][CH2:19][N:18]2[C:22]3[CH:28]=[C:27]([S:29]([CH3:32])(=[O:31])=[O:30])[C:26]([C:33]([O:35][CH3:36])=[O:34])=[CH:25][C:23]=3[N:24]=[C:17]12)([CH3:15])[CH3:14].O. The catalyst is ClC(Cl)C.C(O)(C)(C)C.[Cl-].[Cl-].[Zn+2]. The product is [Cl:8][C:6]1[C:5]([C:9]([O:11][CH3:12])=[O:10])=[CH:4][N:3]=[C:2]([N:21]2[CH2:20][CH2:19][N:18]3[C:22]4[CH:28]=[C:27]([S:29]([CH3:32])(=[O:30])=[O:31])[C:26]([C:33]([O:35][CH3:36])=[O:34])=[CH:25][C:23]=4[N:24]=[C:17]3[C@H:16]2[CH:13]([CH3:15])[CH3:14])[N:7]=1. The yield is 0.773.